Predict the product of the given reaction. From a dataset of Forward reaction prediction with 1.9M reactions from USPTO patents (1976-2016). (1) Given the reactants [F:1][C:2]1[CH:3]=[C:4]2[C:9](=[C:10]([F:12])[CH:11]=1)[CH2:8][C:7](=O)[CH2:6][CH2:5]2.Cl.[CH2:15]([O:22][CH2:23][C:24]([C:27]1[S:31][C:30]([NH:32][C:33](=[O:39])[CH:34]([NH2:38])[CH2:35][CH2:36][CH3:37])=[N:29][N:28]=1)([CH3:26])[CH3:25])[C:16]1[CH:21]=[CH:20][CH:19]=[CH:18][CH:17]=1.S([O-])([O-])(=O)=O.[Na+].[Na+].C(O[BH-](OC(=O)C)OC(=O)C)(=O)C.[Na+], predict the reaction product. The product is: [CH2:15]([O:22][CH2:23][C:24]([C:27]1[S:31][C:30]([NH:32][C:33](=[O:39])[CH:34]([NH:38][CH:7]2[CH2:6][CH2:5][C:4]3[C:9](=[C:10]([F:12])[CH:11]=[C:2]([F:1])[CH:3]=3)[CH2:8]2)[CH2:35][CH2:36][CH3:37])=[N:29][N:28]=1)([CH3:25])[CH3:26])[C:16]1[CH:17]=[CH:18][CH:19]=[CH:20][CH:21]=1. (2) Given the reactants [CH3:1][N:2]1[CH2:6][CH2:5][CH:4]([C:7]2[CH2:8][C@:9](C(OC(C)(C)C)=O)([CH:11]=[CH:12][C:13]=2[Cl:14])[NH2:10])[CH2:3]1, predict the reaction product. The product is: [CH3:1][N:2]1[CH2:6][CH2:5][C@H:4]([C:7]2[CH:8]=[C:9]([CH:11]=[CH:12][C:13]=2[Cl:14])[NH2:10])[CH2:3]1. (3) Given the reactants ClC(Cl)(O[C:5](=[O:11])OC(Cl)(Cl)Cl)Cl.[N+:13]([C:16]1[C:17]([NH2:23])=[C:18]([NH2:22])[CH:19]=[CH:20][CH:21]=1)([O-:15])=[O:14], predict the reaction product. The product is: [N+:13]([C:16]1[C:17]2[NH:23][C:5](=[O:11])[NH:22][C:18]=2[CH:19]=[CH:20][CH:21]=1)([O-:15])=[O:14]. (4) Given the reactants [CH3:1][C:2]1([CH3:10])[O:7][C:6](=[O:8])[CH:5]=[C:4]([CH3:9])[O:3]1.[CH:11]1(O)CCC1, predict the reaction product. The product is: [O:3]=[C:4]([CH3:9])[CH2:5][C:6]([O:7][CH:2]1[CH2:10][CH2:11][CH2:1]1)=[O:8]. (5) The product is: [CH2:20]([S:1][C:2]1[NH:3][CH:4]=[C:5]([CH2:7][C:8]2[CH:9]=[CH:10][CH:11]=[CH:12][CH:13]=2)[N:6]=1)[C:21]1[CH:26]=[CH:25][CH:24]=[CH:23][CH:22]=1. Given the reactants [SH:1][C:2]1[NH:3][CH:4]=[C:5]([CH2:7][C:8]2[CH:13]=[CH:12][CH:11]=[CH:10][CH:9]=2)[N:6]=1.C([O-])([O-])=O.[K+].[K+].[CH2:20](Br)[C:21]1[CH:26]=[CH:25][CH:24]=[CH:23][CH:22]=1, predict the reaction product.